From a dataset of Reaction yield outcomes from USPTO patents with 853,638 reactions. Predict the reaction yield, written as a fraction of the theoretical maximum amount of product (1.0 means a 100% yield; for example, 0.34 means a 34% yield). (1) The reactants are [F:1][C:2]([F:7])([F:6])[C:3]([OH:5])=[O:4].[CH3:8][N:9](C)[C:10]1[CH:15]=[C:14]([C:16]2[CH:17]=[C:18]3[C:22](=[C:23]([C:25]([NH2:27])=[O:26])[CH:24]=2)[NH:21][CH:20]=[C:19]3[CH:28]2[CH2:33][CH2:32][N:31]([S:34]([CH2:37][CH3:38])(=[O:36])=[O:35])[CH2:30][CH2:29]2)[CH:13]=[CH:12][N:11]=1.[CH3:40]NC. No catalyst specified. The product is [F:1][C:2]([F:7])([F:6])[C:3]([OH:5])=[O:4].[CH2:37]([S:34]([N:31]1[CH2:32][CH2:33][CH:28]([C:19]2[C:18]3[C:22](=[C:23]([C:25]([NH2:27])=[O:26])[CH:24]=[C:16]([C:14]4[CH:13]=[CH:12][N:11]=[C:10]([NH:9][CH2:8][CH:2]([CH3:3])[CH3:40])[CH:15]=4)[CH:17]=3)[NH:21][CH:20]=2)[CH2:29][CH2:30]1)(=[O:35])=[O:36])[CH3:38]. The yield is 0.200. (2) The reactants are [CH2:1]([O:3][C:4]([C:6]1[C:10]([O:11][CH2:12][CH:13]=C)=[C:9]([C:15]2[CH:20]=[CH:19][C:18]([Cl:21])=[CH:17][CH:16]=2)[N:8]([C:22]2[CH:27]=[CH:26][CH:25]=[CH:24][C:23]=2[Cl:28])[N:7]=1)=[O:5])[CH3:2].C[N+]1([O-])CC[O:33]CC1.I([O-])(=O)(=O)=O.[Na+]. The catalyst is O.O1CCOCC1.C(OCC)(=O)C. The product is [CH2:1]([O:3][C:4]([C:6]1[C:10]([O:11][CH2:12][CH:13]=[O:33])=[C:9]([C:15]2[CH:16]=[CH:17][C:18]([Cl:21])=[CH:19][CH:20]=2)[N:8]([C:22]2[CH:27]=[CH:26][CH:25]=[CH:24][C:23]=2[Cl:28])[N:7]=1)=[O:5])[CH3:2]. The yield is 0.250.